This data is from CYP2D6 inhibition data for predicting drug metabolism from PubChem BioAssay. The task is: Regression/Classification. Given a drug SMILES string, predict its absorption, distribution, metabolism, or excretion properties. Task type varies by dataset: regression for continuous measurements (e.g., permeability, clearance, half-life) or binary classification for categorical outcomes (e.g., BBB penetration, CYP inhibition). Dataset: cyp2d6_veith. (1) The drug is COC(=O)[C@H]1C[C@@H]1[C@H](NC(C)=O)c1ccccc1. The result is 0 (non-inhibitor). (2) The molecule is N#Cc1cc2nc([O-])c([O-])nc2cc1[N+](=O)[O-]. The result is 0 (non-inhibitor). (3) The compound is O=C(NCc1ccccc1C(F)(F)F)C1CC(c2ccccc2[N+](=O)[O-])=NO1. The result is 0 (non-inhibitor). (4) The molecule is CCC(C)n1c(NC(=O)c2ccccc2)c(C#N)c2nc3ccccc3nc21. The result is 0 (non-inhibitor).